Task: Predict the reaction yield, written as a fraction of the theoretical maximum amount of product (1.0 means a 100% yield; for example, 0.34 means a 34% yield).. Dataset: Reaction yield outcomes from USPTO patents with 853,638 reactions (1) The reactants are [F:1][C:2]1[CH:10]=[CH:9][C:5]([C:6](Cl)=[O:7])=[CH:4][CH:3]=1.[NH:11]1[CH2:16][CH2:15][CH:14]([N:17]2[CH:21]=[C:20]([O:22][C:23]3[N:24]=[C:25]([OH:33])[C:26]4[CH:32]=[CH:31][N:30]=[CH:29][C:27]=4[N:28]=3)[CH:19]=[N:18]2)[CH2:13][CH2:12]1. No catalyst specified. The product is [F:1][C:2]1[CH:10]=[CH:9][C:5]([C:6]([N:11]2[CH2:12][CH2:13][CH:14]([N:17]3[CH:21]=[C:20]([O:22][C:23]4[N:24]=[C:25]([OH:33])[C:26]5[CH:32]=[CH:31][N:30]=[CH:29][C:27]=5[N:28]=4)[CH:19]=[N:18]3)[CH2:15][CH2:16]2)=[O:7])=[CH:4][CH:3]=1. The yield is 0.290. (2) The reactants are CN(C)C=CC([C:7]1[C:8]([C:13]([O:15][CH2:16][CH3:17])=[O:14])=[N:9][CH:10]=[CH:11][CH:12]=1)=O.[N+]([O-])(O)=O.[CH3:23][O:24][C:25]1[N:30]=[CH:29][C:28]([NH:31][C:32]([NH2:34])=[NH:33])=[CH:27][CH:26]=1.[C:35](=O)([O-])[O-].[Na+].[Na+].O.CO[CH2:44][CH2:45]O. No catalyst specified. The product is [CH3:23][O:24][C:25]1[N:30]=[CH:29][C:28]([NH:31][C:32]2[N:34]=[C:45]([C:12]3[CH:11]=[CH:10][N:9]=[C:8]([C:13]([O:15][CH2:16][CH3:17])=[O:14])[CH:7]=3)[CH:44]=[CH:35][N:33]=2)=[CH:27][CH:26]=1. The yield is 0.530.